Dataset: Peptide-MHC class I binding affinity with 185,985 pairs from IEDB/IMGT. Task: Regression. Given a peptide amino acid sequence and an MHC pseudo amino acid sequence, predict their binding affinity value. This is MHC class I binding data. (1) The peptide sequence is TISEAGQAM. The MHC is HLA-B07:02 with pseudo-sequence HLA-B07:02. The binding affinity (normalized) is 0.508. (2) The MHC is HLA-B08:01 with pseudo-sequence HLA-B08:01. The peptide sequence is DYCNVLNKEF. The binding affinity (normalized) is 0. (3) The peptide sequence is QTVEDEARRM. The MHC is HLA-A26:01 with pseudo-sequence HLA-A26:01. The binding affinity (normalized) is 0.265. (4) The peptide sequence is LIIMDEAHF. The MHC is HLA-B15:01 with pseudo-sequence HLA-B15:01. The binding affinity (normalized) is 0.727. (5) The peptide sequence is IKIPTHRHI. The MHC is HLA-A23:01 with pseudo-sequence HLA-A23:01. The binding affinity (normalized) is 0.0646.